Dataset: Full USPTO retrosynthesis dataset with 1.9M reactions from patents (1976-2016). Task: Predict the reactants needed to synthesize the given product. (1) Given the product [I:1][C:2]1[CH:3]=[C:4]2[C:9](=[CH:10][CH:11]=1)[N:8]=[CH:7][N:6]=[C:5]2[NH:32][CH2:25][C:26]1[CH:31]=[CH:30][CH:29]=[CH:28][CH:27]=1, predict the reactants needed to synthesize it. The reactants are: [I:1][C:2]1[CH:3]=[C:4]2[C:9](=[CH:10][CH:11]=1)[N:8]=[CH:7][NH:6][C:5]2=O.P(Cl)(Cl)(Cl)=O.C(N(CC)CC)C.[CH2:25]([NH2:32])[C:26]1[CH:31]=[CH:30][CH:29]=[CH:28][CH:27]=1. (2) Given the product [CH2:1]([N:8]([C:10]1([C:13]2[CH:18]=[CH:17][C:16]([C:25]#[C:24][Si:21]([CH3:23])([CH3:22])[CH3:20])=[CH:15][CH:14]=2)[CH2:12][CH2:11]1)[CH3:9])[C:2]1[CH:7]=[CH:6][CH:5]=[CH:4][CH:3]=1, predict the reactants needed to synthesize it. The reactants are: [CH2:1]([N:8]([C:10]1([C:13]2[CH:18]=[CH:17][C:16](Br)=[CH:15][CH:14]=2)[CH2:12][CH2:11]1)[CH3:9])[C:2]1[CH:7]=[CH:6][CH:5]=[CH:4][CH:3]=1.[CH3:20][Si:21]([C:24]#[CH:25])([CH3:23])[CH3:22].